This data is from Reaction yield outcomes from USPTO patents with 853,638 reactions. The task is: Predict the reaction yield, written as a fraction of the theoretical maximum amount of product (1.0 means a 100% yield; for example, 0.34 means a 34% yield). (1) The reactants are [N+]([N:4]1[CH:12]=[C:11]2[C:6]([CH:7]=[CH:8][C:9]([N+:13]([O-:15])=[O:14])=[CH:10]2)=[N:5]1)([O-])=O.[CH3:16][NH2:17]. The catalyst is C1COCC1. The product is [CH3:16][NH:17][C:12]1[C:11]2[C:6](=[CH:7][CH:8]=[C:9]([N+:13]([O-:15])=[O:14])[CH:10]=2)[NH:5][N:4]=1. The yield is 0.747. (2) The reactants are [CH3:1][C:2]1[CH:7]=[CH:6][C:5](/[CH:8]=[CH:9]/[C:10]([O:12][CH2:13][CH3:14])=[O:11])=[C:4]([N+:15]([O-])=O)[CH:3]=1.[Cl-].[NH4+]. The catalyst is C(O)C.O.[Fe]. The product is [NH2:15][C:4]1[CH:3]=[C:2]([CH3:1])[CH:7]=[CH:6][C:5]=1/[CH:8]=[CH:9]/[C:10]([O:12][CH2:13][CH3:14])=[O:11]. The yield is 0.960. (3) The reactants are Cl.C(OC([N:9]1[CH2:13][CH2:12][CH2:11][C@H:10]1[CH2:14][N:15]1[CH2:20][CH2:19][O:18][CH2:17][CH2:16]1)=O)(C)(C)C. The catalyst is CO. The product is [NH:9]1[CH2:13][CH2:12][CH2:11][C@H:10]1[CH2:14][N:15]1[CH2:16][CH2:17][O:18][CH2:19][CH2:20]1. The yield is 0.990.